Dataset: Catalyst prediction with 721,799 reactions and 888 catalyst types from USPTO. Task: Predict which catalyst facilitates the given reaction. (1) Reactant: [CH3:1][N:2]([CH3:36])[C:3]1[C:8]([NH:9][C:10](=[O:35])[C:11]2[CH:16]=[C:15]([CH2:17][C:18]3[C:19](=[O:30])[C:20]([O:28][CH3:29])=[C:21]([O:26][CH3:27])[C:22](=[O:25])[C:23]=3[CH3:24])[CH:14]=[CH:13][C:12]=2[O:31]C(=O)C)=[CH:7][CH:6]=[CH:5][N:4]=1.C(=O)([O-])O.[Na+]. Product: [CH3:36][N:2]([CH3:1])[C:3]1[C:8]([NH:9][C:10](=[O:35])[C:11]2[CH:16]=[C:15]([CH2:17][C:18]3[C:19](=[O:30])[C:20]([O:28][CH3:29])=[C:21]([O:26][CH3:27])[C:22](=[O:25])[C:23]=3[CH3:24])[CH:14]=[CH:13][C:12]=2[OH:31])=[CH:7][CH:6]=[CH:5][N:4]=1. The catalyst class is: 24. (2) Reactant: [NH2:1][C@@H:2]([CH3:15])[C@@H:3]([C:5]1[CH:10]=[C:9]([O:11][CH3:12])[CH:8]=[CH:7][C:6]=1[O:13][CH3:14])[OH:4].[CH2:16]([O:23][C:24](=[O:42])[CH2:25][CH2:26][C@H:27]([NH:31][C:32]([O:34][CH2:35][C:36]1[CH:41]=[CH:40][CH:39]=[CH:38][CH:37]=1)=[O:33])[C:28](=[O:30])N)[C:17]1[CH:22]=[CH:21][CH:20]=[CH:19][CH:18]=1.CCN=C=NCCCN(C)C.O. Product: [CH2:16]([O:23][C:24](=[O:42])[CH2:25][CH2:26][C@H:27]([NH:31][C:32]([O:34][CH2:35][C:36]1[CH:41]=[CH:40][CH:39]=[CH:38][CH:37]=1)=[O:33])[C:28](=[O:30])[NH:1][C@@H:2]([CH3:15])[C@@H:3]([C:5]1[CH:10]=[C:9]([O:11][CH3:12])[CH:8]=[CH:7][C:6]=1[O:13][CH3:14])[OH:4])[C:17]1[CH:22]=[CH:21][CH:20]=[CH:19][CH:18]=1. The catalyst class is: 10. (3) Reactant: Cl.[OH:2][C:3]1[CH:19]=[C:18]2[C:6]([NH:7][CH:8]=[C:9]2[CH2:10][C@@H:11]([C:13]([O:15][CH2:16][CH3:17])=[O:14])[NH2:12])=[CH:5][CH:4]=1.CCN(CC)CC.[C:27](O[C:27]([O:29][C:30]([CH3:33])([CH3:32])[CH3:31])=[O:28])([O:29][C:30]([CH3:33])([CH3:32])[CH3:31])=[O:28]. Product: [C:30]([O:29][C:27]([NH:12][C@H:11]([C:13]([O:15][CH2:16][CH3:17])=[O:14])[CH2:10][C:9]1[C:18]2[C:6](=[CH:5][CH:4]=[C:3]([OH:2])[CH:19]=2)[NH:7][CH:8]=1)=[O:28])([CH3:33])([CH3:32])[CH3:31]. The catalyst class is: 2. (4) Reactant: [CH3:1][O:2][C:3]([C:5]1[CH:14]=[CH:13][C:12]2[NH:11][CH:10]([C:15]3[CH:20]=[CH:19][C:18]([F:21])=[C:17]([Cl:22])[CH:16]=3)[CH2:9][C:8]([CH2:24][CH3:25])([CH3:23])[C:7]=2[N:6]=1)=[O:4].[H-].[Na+].I[CH2:29][CH2:30][CH:31]([CH3:33])[CH3:32]. Product: [CH3:1][O:2][C:3]([C:5]1[CH:14]=[CH:13][C:12]2[N:11]([CH2:29][CH2:30][CH:31]([CH3:33])[CH3:32])[CH:10]([C:15]3[CH:20]=[CH:19][C:18]([F:21])=[C:17]([Cl:22])[CH:16]=3)[CH2:9][C:8]([CH2:24][CH3:25])([CH3:23])[C:7]=2[N:6]=1)=[O:4]. The catalyst class is: 9. (5) Reactant: [NH2:1][C:2]1[CH:6]=[C:5]([C:7]2[CH:12]=[CH:11][CH:10]=[CH:9][CH:8]=2)[S:4][C:3]=1[C:13]([O:15][CH3:16])=[O:14].[Br-:17].[Br-].[Br-].C1([N+](C)(C)C)C=CC=CC=1.C1([N+](C)(C)C)C=CC=CC=1.C1([N+](C)(C)C)C=CC=CC=1.C(=O)([O-])[O-].[Ca+2]. Product: [NH2:1][C:2]1[C:6]([Br:17])=[C:5]([C:7]2[CH:12]=[CH:11][CH:10]=[CH:9][CH:8]=2)[S:4][C:3]=1[C:13]([O:15][CH3:16])=[O:14]. The catalyst class is: 98. (6) Reactant: [CH3:1][N:2]([CH3:19])[C:3]1([C:14]2[S:15][CH:16]=[CH:17][CH:18]=2)[CH2:13][CH2:12][C:6]2([CH2:10][CH2:9][NH:8][C:7]2=O)[CH2:5][CH2:4]1.[H-].[Al+3].[Li+].[H-].[H-].[H-].O.[OH-].[Na+]. Product: [CH3:1][N:2]([CH3:19])[C:3]1([C:14]2[S:15][CH:16]=[CH:17][CH:18]=2)[CH2:4][CH2:5][C:6]2([CH2:10][CH2:9][NH:8][CH2:7]2)[CH2:12][CH2:13]1. The catalyst class is: 7.